This data is from Full USPTO retrosynthesis dataset with 1.9M reactions from patents (1976-2016). The task is: Predict the reactants needed to synthesize the given product. (1) Given the product [CH2:23]([O:25][CH2:26][C@H:27]1[CH2:31][CH2:30][C@@H:29]([N:32]2[CH2:37][CH2:36][CH:35]([NH:15][C@H:16]3[CH2:21][CH2:20][CH2:19][CH2:18][C@@H:17]3[OH:22])[CH2:34][CH2:33]2)[CH2:28]1)[CH3:24], predict the reactants needed to synthesize it. The reactants are: C(O[BH-](OC(=O)C)OC(=O)C)(=O)C.[Na+].[NH2:15][C@H:16]1[CH2:21][CH2:20][CH2:19][CH2:18][C@@H:17]1[OH:22].[CH2:23]([O:25][CH2:26][C@H:27]1[CH2:31][CH2:30][C@@H:29]([N:32]2[CH2:37][CH2:36][C:35](=O)[CH2:34][CH2:33]2)[CH2:28]1)[CH3:24]. (2) Given the product [Br:2][C:3]1[CH:4]=[CH:5][C:6]([O:7][CH:8]2[CH2:9][CH2:10][C:11](=[O:12])[CH2:16][CH2:17]2)=[CH:18][CH:19]=1, predict the reactants needed to synthesize it. The reactants are: Cl.[Br:2][C:3]1[CH:19]=[CH:18][C:6]([O:7][CH:8]2[CH2:17][CH2:16][C:11]3(OCC[O:12]3)[CH2:10][CH2:9]2)=[CH:5][CH:4]=1.C(=O)(O)[O-].[Na+]. (3) Given the product [ClH:13].[Br:1][C:2]1[CH:8]=[CH:7][C:5]([NH2:6])=[CH:4][C:3]=1[C:9]([F:10])([F:11])[F:12], predict the reactants needed to synthesize it. The reactants are: [Br:1][C:2]1[CH:8]=[CH:7][C:5]([NH2:6])=[CH:4][C:3]=1[C:9]([F:12])([F:11])[F:10].[ClH:13]. (4) Given the product [Cl:1][C:2]1[CH:3]=[C:4]([S:8]([C:13]2[CH:21]=[CH:20][C:19]3[N:18]([CH3:22])[C:17]4[CH2:23][CH:24]5[NH:28][CH:27]([C:16]=4[C:15]=3[C:14]=2[C:29]([O:31][C:32]([CH3:35])([CH3:34])[CH3:33])=[O:30])[CH2:26][CH2:25]5)(=[O:10])=[O:9])[CH:5]=[CH:6][CH:7]=1, predict the reactants needed to synthesize it. The reactants are: [Cl:1][C:2]1[CH:3]=[C:4]([S:8]([O-:10])=[O:9])[CH:5]=[CH:6][CH:7]=1.[Na+].Br[C:13]1[CH:21]=[CH:20][C:19]2[N:18]([CH3:22])[C:17]3[CH2:23][CH:24]4[NH:28][CH:27]([C:16]=3[C:15]=2[C:14]=1[C:29]([O:31][C:32]([CH3:35])([CH3:34])[CH3:33])=[O:30])[CH2:26][CH2:25]4. (5) Given the product [Br-:1].[Br:1][C:2]1[C:3]([CH2:11][P+:20]([C:21]2[CH:22]=[CH:23][CH:24]=[CH:25][CH:26]=2)([C:27]2[CH:32]=[CH:31][CH:30]=[CH:29][CH:28]=2)[C:14]2[CH:15]=[CH:16][CH:17]=[CH:18][CH:19]=2)=[C:4]([OH:10])[C:5]([O:8][CH3:9])=[CH:6][CH:7]=1, predict the reactants needed to synthesize it. The reactants are: [Br:1][C:2]1[C:3]([CH2:11]O)=[C:4]([OH:10])[C:5]([O:8][CH3:9])=[CH:6][CH:7]=1.Br.[C:14]1([P:20]([C:27]2[CH:32]=[CH:31][CH:30]=[CH:29][CH:28]=2)[C:21]2[CH:26]=[CH:25][CH:24]=[CH:23][CH:22]=2)[CH:19]=[CH:18][CH:17]=[CH:16][CH:15]=1. (6) Given the product [N:32]1[CH:37]=[CH:36][CH:35]=[CH:34][C:33]=1[C:38]([N:40]=[C:41]=[S:42])=[O:39].[CH3:10][O:11][C:12]1[CH:13]=[C:14]2[C:19](=[CH:20][C:21]=1[O:22][CH3:23])[N:18]=[CH:17][N:16]=[C:15]2[O:24][C:25]1[CH:31]=[CH:30][C:28]([NH:29][C:41]([NH:40][C:38]([C:33]2[CH:34]=[CH:35][CH:36]=[CH:37][N:32]=2)=[O:39])=[S:42])=[CH:27][CH:26]=1, predict the reactants needed to synthesize it. The reactants are: N1C=CC=CC=1C(Cl)=O.[CH3:10][O:11][C:12]1[CH:13]=[C:14]2[C:19](=[CH:20][C:21]=1[O:22][CH3:23])[N:18]=[CH:17][N:16]=[C:15]2[O:24][C:25]1[CH:31]=[CH:30][C:28]([NH2:29])=[CH:27][CH:26]=1.[N:32]1[CH:37]=[CH:36][CH:35]=[CH:34][C:33]=1[C:38]([N:40]=[C:41]=[S:42])=[O:39]. (7) Given the product [C:27]([C:24]1[CH2:25][CH2:26][C@@H:22]([N:4]2[CH2:5][CH2:6][N:1]([C:7]([O:9][C:10]([CH3:13])([CH3:12])[CH3:11])=[O:8])[CH2:2][CH2:3]2)[CH:23]=1)#[N:28], predict the reactants needed to synthesize it. The reactants are: [N:1]1([C:7]([O:9][C:10]([CH3:13])([CH3:12])[CH3:11])=[O:8])[CH2:6][CH2:5][NH:4][CH2:3][CH2:2]1.C(N(CC)CC)C.Br[CH:22]1[CH2:26][CH2:25][C:24]([C:27]#[N:28])=[CH:23]1. (8) Given the product [O:20]=[C:19]1[N:14]([NH:13][C:11]([C:6]2[NH:7][C:8]3[C:4]([CH:5]=2)=[CH:3][C:2]([Cl:1])=[CH:10][CH:9]=3)=[O:12])[C:15](=[O:26])[CH2:16][CH2:17][NH:18]1, predict the reactants needed to synthesize it. The reactants are: [Cl:1][C:2]1[CH:3]=[C:4]2[C:8](=[CH:9][CH:10]=1)[NH:7][C:6]([C:11]([NH:13][NH:14][C:15](=[O:26])[CH2:16][CH2:17][NH:18][C:19](=O)[O:20]C(C)(C)C)=[O:12])=[CH:5]2.C(N(CC)CC)C.C(N1C=CN=C1)(N1C=CN=C1)=O. (9) Given the product [CH3:1][O:2][C:3]([C:5]1[C:10]([NH:11][C:12]2[CH:17]=[CH:16][C:15]([I:27])=[CH:14][C:13]=2[F:22])=[N:9][C:8]([CH2:23][NH:24][CH:25]=[O:26])=[CH:7][N:6]=1)=[O:4], predict the reactants needed to synthesize it. The reactants are: [CH3:1][O:2][C:3]([C:5]1[C:10]([NH:11][C:12]2[CH:17]=[CH:16][C:15]([Si](C)(C)C)=[CH:14][C:13]=2[F:22])=[N:9][C:8]([CH2:23][NH:24][CH:25]=[O:26])=[CH:7][N:6]=1)=[O:4].[I:27]Cl. (10) Given the product [CH3:1][O:2][C:3]([C:5]1[N:6]=[C:7]([C:26]#[N:27])[C:8]2[C:13]([C:14]=1[OH:15])=[CH:12][CH:11]=[CH:10][C:9]=2[O:16][C:17]1[CH:22]=[CH:21][C:20]([F:23])=[CH:19][CH:18]=1)=[O:4], predict the reactants needed to synthesize it. The reactants are: [CH3:1][O:2][C:3]([C:5]1[N:6]=[C:7](Br)[C:8]2[C:13]([C:14]=1[OH:15])=[CH:12][CH:11]=[CH:10][C:9]=2[O:16][C:17]1[CH:22]=[CH:21][C:20]([F:23])=[CH:19][CH:18]=1)=[O:4].[Cu][C:26]#[N:27].